From a dataset of NCI-60 drug combinations with 297,098 pairs across 59 cell lines. Regression. Given two drug SMILES strings and cell line genomic features, predict the synergy score measuring deviation from expected non-interaction effect. (1) Drug 1: C1=NC2=C(N1)C(=S)N=C(N2)N. Drug 2: CCCCCOC(=O)NC1=NC(=O)N(C=C1F)C2C(C(C(O2)C)O)O. Cell line: SF-295. Synergy scores: CSS=37.7, Synergy_ZIP=2.60, Synergy_Bliss=3.46, Synergy_Loewe=-11.7, Synergy_HSA=4.17. (2) Drug 1: C1=C(C(=O)NC(=O)N1)N(CCCl)CCCl. Drug 2: CCN(CC)CCNC(=O)C1=C(NC(=C1C)C=C2C3=C(C=CC(=C3)F)NC2=O)C. Cell line: OVCAR-8. Synergy scores: CSS=16.3, Synergy_ZIP=-3.22, Synergy_Bliss=3.73, Synergy_Loewe=0.717, Synergy_HSA=1.55.